Dataset: NCI-60 drug combinations with 297,098 pairs across 59 cell lines. Task: Regression. Given two drug SMILES strings and cell line genomic features, predict the synergy score measuring deviation from expected non-interaction effect. Drug 1: CC1=C(N=C(N=C1N)C(CC(=O)N)NCC(C(=O)N)N)C(=O)NC(C(C2=CN=CN2)OC3C(C(C(C(O3)CO)O)O)OC4C(C(C(C(O4)CO)O)OC(=O)N)O)C(=O)NC(C)C(C(C)C(=O)NC(C(C)O)C(=O)NCCC5=NC(=CS5)C6=NC(=CS6)C(=O)NCCC[S+](C)C)O. Drug 2: C1C(C(OC1N2C=NC(=NC2=O)N)CO)O. Cell line: LOX IMVI. Synergy scores: CSS=38.1, Synergy_ZIP=1.75, Synergy_Bliss=2.79, Synergy_Loewe=5.07, Synergy_HSA=6.72.